From a dataset of Full USPTO retrosynthesis dataset with 1.9M reactions from patents (1976-2016). Predict the reactants needed to synthesize the given product. (1) Given the product [CH3:1][C@H:2]([C@@:10]([OH:25])([C:17]1[CH:18]=[CH:19][C:20]([F:24])=[CH:21][C:22]=1[F:23])[CH2:11][N:12]1[N:16]=[CH:15][N:14]=[CH:13]1)[C:3]1[N:8]=[CH:7][N:6]=[CH:5][C:4]=1[F:9].[CH3:1][C@H:2]([C@@:10]([OH:25])([C:17]1[CH:18]=[CH:19][C:20]([F:24])=[CH:21][C:22]=1[F:23])[CH2:11][N:12]1[N:16]=[CH:15][N:14]=[CH:13]1)[C:3]1[N:8]=[CH:7][N:6]=[CH:5][C:4]=1[F:9].[C@@:26]12([CH2:36][S:37]([O-:40])(=[O:38])=[O:39])[C:33]([CH3:35])([CH3:34])[CH:30]([CH2:31][CH2:32]1)[CH2:29][C:27]2=[O:28], predict the reactants needed to synthesize it. The reactants are: [CH3:1][C@H:2]([C@@:10]([OH:25])([C:17]1[CH:18]=[CH:19][C:20]([F:24])=[CH:21][C:22]=1[F:23])[CH2:11][N:12]1[N:16]=[CH:15][N:14]=[CH:13]1)[C:3]1[N:8]=[CH:7][N:6]=[CH:5][C:4]=1[F:9].[C@@:26]12([CH2:36][S:37]([OH:40])(=[O:39])=[O:38])[C:33]([CH3:35])([CH3:34])[CH:30]([CH2:31][CH2:32]1)[CH2:29][C:27]2=[O:28]. (2) Given the product [CH3:11][O:12][C:13]([C:15]1[S:16][C:17]([Br:31])=[CH:18][C:19]=1[N:20]([CH:21]1[CH2:22][CH2:23][C:24]2([O:28][CH2:27][CH2:26][O:25]2)[CH2:29][CH2:30]1)[C:8]([C@H:5]1[CH2:6][CH2:7][C@H:2]([CH3:1])[CH2:3][CH2:4]1)=[O:9])=[O:14], predict the reactants needed to synthesize it. The reactants are: [CH3:1][C@H:2]1[CH2:7][CH2:6][C@H:5]([C:8](Cl)=[O:9])[CH2:4][CH2:3]1.[CH3:11][O:12][C:13]([C:15]1[S:16][C:17]([Br:31])=[CH:18][C:19]=1[NH:20][CH:21]1[CH2:30][CH2:29][C:24]2([O:28][CH2:27][CH2:26][O:25]2)[CH2:23][CH2:22]1)=[O:14].N1C=CC=CC=1.CO. (3) Given the product [F:8][C:9]([F:32])=[C:13]([F:31])[F:30].[CH:1]([OH:3])=[CH2:2], predict the reactants needed to synthesize it. The reactants are: [CH:1]([O:3]C(C)(C)C)=[CH2:2].[F:8][C:9]([F:32])([C:13]([F:31])([F:30])C(F)(F)[C:13]([F:31])([F:30])[C:9]([F:32])([F:8])[C:13]([F:31])([F:30])[C:9](F)([F:32])[F:8])C([O-])=O.[NH4+].P([O-])([O-])(O)=O.[Na+].[Na+].S(OOS([O-])(=O)=O)([O-])(=O)=O.[NH4+].[NH4+].Cl. (4) Given the product [Cl:38][C:35]1[CH:34]=[CH:33][C:32]([C@H:30]([O:29][C:27]([NH:26][C:25]2[CH:24]=[C:23]([F:39])[S:22][C:21]=2[C:18]2[CH:19]=[CH:20][C:15]([C:12]3[CH:13]=[CH:14][C:9]([C:6]4([C:4]([OH:5])=[O:3])[CH2:8][CH2:7]4)=[CH:10][CH:11]=3)=[C:16]([O:40][CH3:41])[CH:17]=2)=[O:28])[CH3:31])=[CH:37][CH:36]=1, predict the reactants needed to synthesize it. The reactants are: C([O:3][C:4]([C:6]1([C:9]2[CH:14]=[CH:13][C:12]([C:15]3[CH:20]=[CH:19][C:18]([C:21]4[S:22][C:23]([F:39])=[CH:24][C:25]=4[NH:26][C:27]([O:29][CH:30]([C:32]4[CH:37]=[CH:36][C:35]([Cl:38])=[CH:34][CH:33]=4)[CH3:31])=[O:28])=[CH:17][C:16]=3[O:40][CH3:41])=[CH:11][CH:10]=2)[CH2:8][CH2:7]1)=[O:5])C.[OH-].[Na+].Cl. (5) Given the product [CH3:22][C:3]1[C:2]([NH:31][CH:29]([C:24]2[CH:25]=[CH:26][CH:27]=[CH:28][N:23]=2)[CH3:30])=[N:11][C:10]2[C:5](=[CH:6][CH:7]=[CH:8][C:9]=2[C:12]2[NH:20][C:19]3[CH2:18][CH2:17][NH:16][C:15](=[O:21])[C:14]=3[CH:13]=2)[N:4]=1, predict the reactants needed to synthesize it. The reactants are: F[C:2]1[C:3]([CH3:22])=[N:4][C:5]2[C:10]([N:11]=1)=[C:9]([C:12]1[NH:20][C:19]3[CH2:18][CH2:17][NH:16][C:15](=[O:21])[C:14]=3[CH:13]=1)[CH:8]=[CH:7][CH:6]=2.[N:23]1[CH:28]=[CH:27][CH:26]=[CH:25][C:24]=1[CH:29]([NH2:31])[CH3:30].CCN(C(C)C)C(C)C. (6) Given the product [C:10]([O:11][CH2:12][C:7]([CH:1]1[CH2:2][CH2:3][CH2:4][CH2:5][CH2:6]1)([CH2:15][O:16][CH3:17])[CH2:8][OH:9])([CH3:18])([CH3:14])[CH3:13], predict the reactants needed to synthesize it. The reactants are: [CH:1]1([C:7]2([CH2:15][O:16][CH3:17])[CH2:12][O:11][C:10]([CH3:14])([CH3:13])[O:9][CH2:8]2)[CH2:6][CH2:5][CH2:4][CH2:3][CH2:2]1.[CH2:18](OCC)C.C[Mg]I. (7) Given the product [CH2:10]([O:1][CH2:2][C:3]([O:5][CH2:6][CH3:7])=[O:4])[C:11]1[CH:16]=[CH:15][CH:14]=[CH:13][CH:12]=1, predict the reactants needed to synthesize it. The reactants are: [OH:1][CH2:2][C:3]([O:5][CH2:6][CH3:7])=[O:4].[H-].[Na+].[CH2:10](Br)[C:11]1[CH:16]=[CH:15][CH:14]=[CH:13][CH:12]=1. (8) Given the product [CH3:31][N:32]1[CH2:33][CH2:34][N:35]([C:38]2[CH:43]=[CH:42][C:41]([NH:44][CH:2]=[C:3]3[C:11]4[C:6](=[CH:7][C:8]([C:12]([C:14]5[CH:15]=[C:16]([NH:20][C:21]([C:23]6[N:24]([CH3:29])[N:25]=[C:26]([CH3:28])[CH:27]=6)=[O:22])[CH:17]=[CH:18][CH:19]=5)=[O:13])=[CH:9][CH:10]=4)[NH:5][C:4]3=[O:30])=[CH:40][CH:39]=2)[CH2:36][CH2:37]1, predict the reactants needed to synthesize it. The reactants are: O[CH:2]=[C:3]1[C:11]2[C:6](=[CH:7][C:8]([C:12]([C:14]3[CH:15]=[C:16]([NH:20][C:21]([C:23]4[N:24]([CH3:29])[N:25]=[C:26]([CH3:28])[CH:27]=4)=[O:22])[CH:17]=[CH:18][CH:19]=3)=[O:13])=[CH:9][CH:10]=2)[NH:5][C:4]1=[O:30].[CH3:31][N:32]1[CH2:37][CH2:36][N:35]([C:38]2[CH:43]=[CH:42][C:41]([NH2:44])=[CH:40][CH:39]=2)[CH2:34][CH2:33]1.